From a dataset of Forward reaction prediction with 1.9M reactions from USPTO patents (1976-2016). Predict the product of the given reaction. (1) Given the reactants [CH3:1][C:2]1[C:7]([CH3:8])=[CH:6][C:5]([NH2:9])=[C:4]([NH2:10])[CH:3]=1.O(CC)[C:12]([S-])=[S:13].[K+].C(O)C.C, predict the reaction product. The product is: [SH:13][C:12]1[NH:9][C:5]2[CH:6]=[C:7]([CH3:8])[C:2]([CH3:1])=[CH:3][C:4]=2[N:10]=1. (2) Given the reactants Cl[C:2](=[O:8])[C:3](OCC)=[O:4].[NH2:9][C:10]1[CH:21]=[CH:20][C:13]([O:14][CH2:15][C:16]([CH3:19])([OH:18])[CH3:17])=[C:12]([CH3:22])[CH:11]=1.CCN(CC)CC.[CH3:30][O:31][CH:32]([O:35][CH3:36])[CH2:33][NH2:34], predict the reaction product. The product is: [CH3:30][O:31][CH:32]([O:35][CH3:36])[CH2:33][NH:34][C:2](=[O:8])[C:3]([NH:9][C:10]1[CH:21]=[CH:20][C:13]([O:14][CH2:15][C:16]([OH:18])([CH3:19])[CH3:17])=[C:12]([CH3:22])[CH:11]=1)=[O:4].